From a dataset of Reaction yield outcomes from USPTO patents with 853,638 reactions. Predict the reaction yield, written as a fraction of the theoretical maximum amount of product (1.0 means a 100% yield; for example, 0.34 means a 34% yield). (1) The reactants are [F:1][C:2]1[C:7](I)=[CH:6][C:5]([CH3:9])=[CH:4][N:3]=1.Cl[C:11]1[C:12]([N+:23]([O-:25])=[O:24])=[C:13]([CH3:22])[C:14]([C:18]([F:21])([F:20])[F:19])=[CH:15][C:16]=1[Cl:17].O.CO. The catalyst is CN1C(=O)CCC1.[Cu]. The product is [Cl:17][C:16]1[C:11]([C:7]2[C:2]([F:1])=[N:3][CH:4]=[C:5]([CH3:9])[CH:6]=2)=[C:12]([N+:23]([O-:25])=[O:24])[C:13]([CH3:22])=[C:14]([C:18]([F:19])([F:20])[F:21])[CH:15]=1. The yield is 0.520. (2) The reactants are [NH:1]1[C:9]2[C:4](=[CH:5][CH:6]=[CH:7][CH:8]=2)[CH2:3][C:2]1=[O:10].[CH3:11][N:12]([CH3:27])[CH2:13][CH2:14][O:15][C:16]1[CH:17]=[C:18]2[C:22](=[CH:23][CH:24]=1)[NH:21][C:20]([CH:25]=O)=[CH:19]2.N1CCCCC1. The catalyst is C(O)C. The product is [CH3:11][N:12]([CH3:27])[CH2:13][CH2:14][O:15][C:16]1[CH:17]=[C:18]2[C:22](=[CH:23][CH:24]=1)[NH:21][C:20]([CH:25]=[C:3]1[C:4]3[C:9](=[CH:8][CH:7]=[CH:6][CH:5]=3)[NH:1][C:2]1=[O:10])=[CH:19]2. The yield is 0.790. (3) The reactants are [C:1]([O:5][C:6](=[O:22])[NH:7][C:8]1[CH:13]=[CH:12][C:11]([C:14]#[C:15][C:16]2[CH:21]=[CH:20][CH:19]=[CH:18][CH:17]=2)=[CH:10][CH:9]=1)([CH3:4])([CH3:3])[CH3:2]. The catalyst is CO.[Pd]. The product is [C:1]([O:5][C:6](=[O:22])[NH:7][C:8]1[CH:9]=[CH:10][C:11]([CH2:14][CH2:15][C:16]2[CH:21]=[CH:20][CH:19]=[CH:18][CH:17]=2)=[CH:12][CH:13]=1)([CH3:4])([CH3:2])[CH3:3]. The yield is 0.930. (4) The reactants are [CH:1]12[NH:7][CH:4]([CH2:5][CH2:6]1)[CH2:3][CH:2]2[C:8]([O:10][CH2:11][CH3:12])=[O:9].C(N(CC)CC)C.Cl[C:21]([O:23][CH2:24][C:25]1[CH:30]=[CH:29][CH:28]=[CH:27][CH:26]=1)=[O:22].C(OCC)(=O)C.CCCCCC. The catalyst is ClCCl. The product is [CH:1]12[N:7]([C:21]([O:23][CH2:24][C:25]3[CH:30]=[CH:29][CH:28]=[CH:27][CH:26]=3)=[O:22])[CH:4]([CH2:5][CH2:6]1)[CH2:3][CH:2]2[C:8]([O:10][CH2:11][CH3:12])=[O:9]. The yield is 0.580. (5) The reactants are CN1C(=O)N(C)CC1.[Br:9][C:10]1[CH:16]=[C:15]([C:17]([F:29])([C:22]([F:28])([F:27])[C:23]([F:26])([F:25])[F:24])[C:18]([F:21])([F:20])[F:19])[CH:14]=[C:13]([Br:30])[C:11]=1[NH2:12].[Cl:31][C:32]1[C:40]([N+:41]([O-:43])=[O:42])=[CH:39][CH:38]=[CH:37][C:33]=1[C:34](Cl)=[O:35].O. The catalyst is C(OCC)(=O)C. The product is [Cl:31][C:32]1[C:40]([N+:41]([O-:43])=[O:42])=[CH:39][CH:38]=[CH:37][C:33]=1[C:34]([NH:12][C:11]1[C:10]([Br:9])=[CH:16][C:15]([C:17]([F:29])([C:22]([F:27])([F:28])[C:23]([F:24])([F:25])[F:26])[C:18]([F:19])([F:20])[F:21])=[CH:14][C:13]=1[Br:30])=[O:35]. The yield is 0.400. (6) The reactants are [F:1][C:2]([F:13])([F:12])[O:3][C:4]1[CH:5]=[C:6]([CH:9]=[CH:10][CH:11]=1)[CH:7]=O.[F:14][C:15]1[CH:21]=[CH:20][C:18]([NH2:19])=[CH:17][CH:16]=1.[C:22]([O:27]CC)(=O)[C:23]([CH3:25])=O. The catalyst is C(O)(=O)C. The product is [F:1][C:2]([F:13])([F:12])[O:3][C:4]1[CH:5]=[C:6]([CH:7]2[N:19]([C:18]3[CH:20]=[CH:21][C:15]([F:14])=[CH:16][CH:17]=3)[C:22](=[O:27])[C:23]([NH:19][C:18]3[CH:20]=[CH:21][C:15]([F:14])=[CH:16][CH:17]=3)=[CH:25]2)[CH:9]=[CH:10][CH:11]=1. The yield is 0.600.